The task is: Binary Classification. Given a miRNA mature sequence and a target amino acid sequence, predict their likelihood of interaction.. This data is from Experimentally validated miRNA-target interactions with 360,000+ pairs, plus equal number of negative samples. (1) The miRNA is hsa-miR-651-3p with sequence AAAGGAAAGUGUAUCCUAAAAG. The protein sequence of the target gene is MPLTGVEPARMNRKKGDKGFESPRPYKLTHQVVCINNINFQRKSVVGFVELTIFPTVANLNRIKLNSKQCRIYRVRINDLEAAFIYNDPTLEVCHSESKQRNLNYFSNAYAAAVSAVDPDAGNGELCIKVPSELWKHVDELKVLKIHINFSLDQPKGGLHFVVPSVEGSMAERGAHVFSCGYQNSTRFWFPCVDSYSELCTWKLEFTVDAAMVAVSNGDLVETVYTHDMRKKTFHYMLTIPTAASNISLAIGPFEILVDPYMHEVTHFCLPQLLPLLKHTTSYLHEVFEFYEEILTCRYP.... Result: 1 (interaction). (2) The miRNA is mmu-miR-6516-3p with sequence UCAUGUAUGAUACUGCAAACAG. The protein sequence of the target gene is MGLKLNGRYISLILAVQIAYLVQAVRAAGKCDAVFKGFSDCLLKLGDSMANYPQGLDDKTNIKTVCTYWEDFHSCTVTALTDCQEGAKDMWDKLRKESKNLNIQGSLFELCGSGNGAAGSLLPAFPVLLVSLSAALATWLSF. Result: 0 (no interaction). (3) The miRNA is hsa-miR-4253 with sequence AGGGCAUGUCCAGGGGGU. The protein sequence of the target gene is MHRRGVGAGAIAKKKLAEAKYKERGTVLAEDQLAQMSKQLDMFKTNLEEFASKHKQEIRKNPEFRVQFQDMCATIGVDPLASGKGFWSEMLGVGDFYYELGVQIIEVCLALKHRNGGLITLEELHQQVLKGRGKFAQDVSQDDLIRAIKKLKALGTGFGIIPVGGTYLIQSVPAELNMDHTVVLQLAEKNGYVTVSEIKASLKWETERARQVLEHLLKEGLAWLDLQAPGEAHYWLPALFTDLYSQEITAEEAREALP. Result: 0 (no interaction). (4) The miRNA is mmu-miR-1195 with sequence UGAGUUCGAGGCCAGCCUGCUCA. Result: 0 (no interaction). The protein sequence of the target gene is MANSTGKAPPDERRKGLAFLDELRQFHHSRGSPFKKIPAVGGKELDLHGLYTRVTTLGGFAKVSEKNQWGEIVEEFNFPRSCSNAAFALKQYYLRYLEKYEKVHHFGEDDDEVPPGNPKPQLPIGAIPSSYNYQQHSVSDYLRQSYGLSMDFNSPNDYNKLVLSLLSGLPNEVDFAINVCTLLSNESKHVMQLEKDPKIITLLLANAGVFDDTLGSFSSVFGEEWREKTDRDFVKFWKDIVDDNEVRDLISDRNKAHEDTPGEWIWESLFHPPRKLGINDIEGQRVLQIAVILRNLSFEE.... (5) The miRNA is hsa-miR-23b-3p with sequence AUCACAUUGCCAGGGAUUACCAC. The protein sequence of the target gene is MELLRTITYQPAAGTKMCEQALGKACGGDSKKKRPQQPSEDGQPQAQVTPAAPHHHHHHSHSGPEISRIIVDPTTGKRYCRGKVLGKGGFAKCYEMTDLTNNKVYAAKIIPHSRVAKPHQREKIDKEIELHRLLHHKHVVQFYHYFEDKENIYILLEYCSRRSMAHILKARKVLTEPEVRYYLRQIVSGLKYLHEQEILHRDLKLGNFFINEAMELKVGDFGLAARLEPLEHRRRTICGTPNYLSPEVLNKQGHGCESDIWALGCVMYTMLLGRPPFETTNLKETYRCIREARYTMPSSL.... Result: 0 (no interaction). (6) The miRNA is mmu-miR-378a-3p with sequence ACUGGACUUGGAGUCAGAAGG. The protein sequence of the target gene is MAEETQHNKLAAAKKKLKEYWQKNSPRVPAGANRNRKTNGSIPQTATSGGCQPPGDSATGFHREGPTSSATLKDLESPCQERAVVLDSRSVEISQLKNTIKSLKQQKKQVEHQLEEEKKANNKKQKAKRVLEVQLQTLNIQKEELNTDLYHMKRSLRYFEEKSKDLAVRLQHSLQRKGELESVLSDVMATQKKKANQLSSPSKAGTEWKLEQSMREEALLKVQLTQLKESFQQVQLERDEYSEHLKGERARWQQRMRKMSQEICTLKKEKQQDMRRVEKLERSLSKLKNQMAEPLPPEPP.... Result: 0 (no interaction). (7) The miRNA is oar-miR-22-3p with sequence AAGCUGCCAGUUGAAGAACUG. The protein sequence of the target gene is MVRTKTWTLKKHFVGYPTNSDFELKTAELPPLKNGEVLLEALFLTVDPYMRVAAKRLKEGDTMMGQQVAKVVESKNVALPKGTIVLASPGWTTHSISDGKDLEKLLTEWPDTIPLSLALGTVGMPGLTAYFGLLEICGVKGGETVMVNAAAGAVGSVVGQIAKLKGCKVVGAVGSDEKVAYLQKLGFDVVFNYKTVESLEETLKKASPDGYDCYFDNVGGEFSNTVIGQMKKFGRIAICGAISTYNRTGPLPPGPPPEIVIYQELRMEAFVVYRWQGDARQKALKDLLKWVLEGKIQYKE.... Result: 0 (no interaction).